Task: Predict the product of the given reaction.. Dataset: Forward reaction prediction with 1.9M reactions from USPTO patents (1976-2016) (1) Given the reactants Br[C:2]1[N:7]=[C:6]([C:8]([O:10][CH3:11])=[O:9])[CH:5]=[CH:4][C:3]=1[F:12].[F:13][C:14]1[CH:15]=[C:16]([C:30]([CH3:39])([CH3:38])[C:31]([O:33][C:34]([CH3:37])([CH3:36])[CH3:35])=[O:32])[CH:17]=[C:18]([F:29])[C:19]=1B1OC(C)(C)C(C)(C)O1, predict the reaction product. The product is: [C:34]([O:33][C:31](=[O:32])[C:30]([C:16]1[CH:15]=[C:14]([F:13])[C:19]([C:2]2[N:7]=[C:6]([C:8]([O:10][CH3:11])=[O:9])[CH:5]=[CH:4][C:3]=2[F:12])=[C:18]([F:29])[CH:17]=1)([CH3:39])[CH3:38])([CH3:35])([CH3:36])[CH3:37]. (2) Given the reactants [OH:1][CH2:2][C:3]1[N:4]=[C:5]([C:19]2[CH:24]=[CH:23][C:22]([O:25][CH3:26])=[CH:21][CH:20]=2)[O:6][C:7]=1COC1C=CC(C#N)=C(C)C=1.C(N([CH2:32][CH3:33])CC)C.CS(Cl)(=O)=O.Cl[CH2:40][Cl:41], predict the reaction product. The product is: [Cl:41][CH2:40][C:7]1[O:6][C:5]([C:19]2[CH:20]=[CH:21][C:22]([O:25][CH3:26])=[CH:23][CH:24]=2)=[N:4][C:3]=1[CH2:2][O:1][CH:33]1[CH2:32][CH2:7][CH2:3][CH2:2][O:1]1. (3) The product is: [C:1]([N:5]1[C:9]([C:10]2[CH:11]=[CH:12][C:13]([O:16][CH3:17])=[CH:14][CH:15]=2)=[CH:8][C:7]([CH2:18][CH2:19][CH2:20][N:33]2[CH2:34][CH2:35][N:30]([C:25]3[CH:26]=[CH:27][C:28]([CH3:29])=[C:23]([CH3:22])[CH:24]=3)[CH2:31][CH2:32]2)=[N:6]1)([CH3:3])([CH3:2])[CH3:4]. Given the reactants [C:1]([N:5]1[C:9]([C:10]2[CH:15]=[CH:14][C:13]([O:16][CH3:17])=[CH:12][CH:11]=2)=[CH:8][C:7]([CH2:18][CH2:19][CH:20]=O)=[N:6]1)([CH3:4])([CH3:3])[CH3:2].[CH3:22][C:23]1[CH:24]=[C:25]([N:30]2[CH2:35][CH2:34][NH:33][CH2:32][CH2:31]2)[CH:26]=[CH:27][C:28]=1[CH3:29].CCN(C(C)C)C(C)C.[BH-](OC(C)=O)(OC(C)=O)OC(C)=O.[Na+], predict the reaction product. (4) Given the reactants CC(C1C=CC(B2OC(C)(C)C(C)(C)O2)=CC=1)(C)C(OCC)=O.[CH3:24][O:25][CH2:26][CH2:27][O:28][CH2:29][C:30]1[CH:35]=[CH:34][C:33]([C:36]2[CH:41]=[CH:40][C:39]([C:42]([CH3:49])([CH3:48])[C:43]([O:45]CC)=[O:44])=[CH:38][CH:37]=2)=[CH:32][CH:31]=1.[OH-].[Li+], predict the reaction product. The product is: [CH3:24][O:25][CH2:26][CH2:27][O:28][CH2:29][C:30]1[CH:35]=[CH:34][C:33]([C:36]2[CH:37]=[CH:38][C:39]([C:42]([CH3:49])([CH3:48])[C:43]([OH:45])=[O:44])=[CH:40][CH:41]=2)=[CH:32][CH:31]=1. (5) Given the reactants [C:1]([C:5]1[N:10]=[C:9]([N:11]2[CH2:16][CH2:15][N:14]([CH2:17][CH2:18][CH2:19][CH2:20][NH2:21])[CH2:13][CH2:12]2)[CH:8]=[C:7]([C:22]([F:25])([F:24])[F:23])[N:6]=1)([CH3:4])([CH3:3])[CH3:2].C1N=CN([C:31](N2C=NC=C2)=[O:32])C=1.[N:38]1[CH:43]=[CH:42][CH:41]=[CH:40][C:39]=1[N:44]1[CH2:49][CH2:48][NH:47][CH2:46][CH2:45]1, predict the reaction product. The product is: [C:1]([C:5]1[N:10]=[C:9]([N:11]2[CH2:16][CH2:15][N:14]([CH2:17][CH2:18][CH2:19][CH2:20][NH:21][C:31]([N:47]3[CH2:46][CH2:45][N:44]([C:39]4[CH:40]=[CH:41][CH:42]=[CH:43][N:38]=4)[CH2:49][CH2:48]3)=[O:32])[CH2:13][CH2:12]2)[CH:8]=[C:7]([C:22]([F:24])([F:25])[F:23])[N:6]=1)([CH3:4])([CH3:2])[CH3:3]. (6) Given the reactants C(O)(C(F)(F)F)=O.[NH2:8][C:9](=[O:50])[CH2:10][C:11]1[CH:48]=[CH:47][C:46]([CH3:49])=[CH:45][C:12]=1[CH2:13][CH2:14][C:15]1[C:20]([C:21]([F:24])([F:23])[F:22])=[CH:19][N:18]=[C:17]([NH:25][C:26]2[CH:31]=[CH:30][C:29]([CH:32]3[CH2:37][CH2:36][N:35](C(OC(C)(C)C)=O)[CH2:34][CH2:33]3)=[CH:28][CH:27]=2)[N:16]=1, predict the reaction product. The product is: [CH3:49][C:46]1[CH:47]=[CH:48][C:11]([CH2:10][C:9]([NH2:8])=[O:50])=[C:12]([CH2:13][CH2:14][C:15]2[C:20]([C:21]([F:24])([F:22])[F:23])=[CH:19][N:18]=[C:17]([NH:25][C:26]3[CH:27]=[CH:28][C:29]([CH:32]4[CH2:33][CH2:34][NH:35][CH2:36][CH2:37]4)=[CH:30][CH:31]=3)[N:16]=2)[CH:45]=1. (7) Given the reactants [CH:1]([NH2:4])([CH3:3])[CH3:2].CN(C)C=O.[CH2:10]=[C:11]([C:16]([F:19])([F:18])[F:17])[C:12]([F:15])([F:14])[F:13], predict the reaction product. The product is: [CH:1]([NH:4][CH2:10][CH:11]([C:16]([F:19])([F:18])[F:17])[C:12]([F:15])([F:14])[F:13])([CH3:3])[CH3:2]. (8) The product is: [CH2:20]([O:19][C:11](=[O:18])[C:12]([CH2:2][CH2:3][S:4][C:5]1[CH:10]=[CH:9][CH:8]=[CH:7][CH:6]=1)([CH2:2][CH2:3][S:4][C:5]1[CH:10]=[CH:9][CH:8]=[CH:7][CH:6]=1)[C:13]([O:15][CH2:16][CH3:17])=[O:14])[CH3:21]. Given the reactants I[CH2:2][CH2:3][S:4][C:5]1[CH:10]=[CH:9][CH:8]=[CH:7][CH:6]=1.[C:11]([O:19][CH2:20][CH3:21])(=[O:18])[CH2:12][C:13]([O:15][CH2:16][CH3:17])=[O:14].C(=O)([O-])[O-].[K+].[K+], predict the reaction product. (9) Given the reactants [CH3:1][O:2][C:3]([C:5]1[CH:9]=[CH:8][N:7]([CH:10]([F:12])[F:11])[N:6]=1)=[O:4].[Cl:13]N1C(=O)CCC1=O, predict the reaction product. The product is: [CH3:1][O:2][C:3]([C:5]1[C:9]([Cl:13])=[CH:8][N:7]([CH:10]([F:12])[F:11])[N:6]=1)=[O:4]. (10) Given the reactants [CH2:1]([O:8][C:9]1[C:14]([N+:15]([O-:17])=[O:16])=[C:13](Cl)[CH:12]=[CH:11][N:10]=1)[C:2]1[CH:7]=[CH:6][CH:5]=[CH:4][CH:3]=1.[Cl:19][C:20]1[CH:25]=[C:24]([O:26][CH3:27])[C:23]([F:28])=[CH:22][C:21]=1B(O)O, predict the reaction product. The product is: [CH2:1]([O:8][C:9]1[C:14]([N+:15]([O-:17])=[O:16])=[C:13]([C:21]2[CH:22]=[C:23]([F:28])[C:24]([O:26][CH3:27])=[CH:25][C:20]=2[Cl:19])[CH:12]=[CH:11][N:10]=1)[C:2]1[CH:7]=[CH:6][CH:5]=[CH:4][CH:3]=1.